Dataset: Reaction yield outcomes from USPTO patents with 853,638 reactions. Task: Predict the reaction yield, written as a fraction of the theoretical maximum amount of product (1.0 means a 100% yield; for example, 0.34 means a 34% yield). (1) The reactants are [Cl:1][C:2]1[C:3]([CH:9]=O)=[N:4][CH:5]=[C:6]([Cl:8])[N:7]=1.[CH2:11]([NH:18][CH2:19][C@@H:20]([OH:22])[CH3:21])[C:12]1[CH:17]=[CH:16][CH:15]=[CH:14][CH:13]=1.C(O[BH-](OC(=O)C)OC(=O)C)(=O)C.[Na+].C(=O)([O-])O.[Na+]. The catalyst is C1COCC1.C(OCC)(=O)C.C(O)(=O)C. The product is [CH2:11]([N:18]([CH2:9][C:3]1[C:2]([Cl:1])=[N:7][C:6]([Cl:8])=[CH:5][N:4]=1)[CH2:19][C@@H:20]([OH:22])[CH3:21])[C:12]1[CH:17]=[CH:16][CH:15]=[CH:14][CH:13]=1. The yield is 0.630. (2) The reactants are [CH3:1][N:2]1[C:6]2=[C:7]3[C:13]([C:14]#[N:15])=[CH:12][N:11](S(C4C=CC(C)=CC=4)(=O)=O)[C:8]3=[N:9][CH:10]=[C:5]2[CH:4]=[N:3]1.C1C(=O)N([Br:33])C(=O)C1.CN(C=O)C. The catalyst is O. The product is [Br:33][C:12]1[NH:11][C:8]2=[N:9][CH:10]=[C:5]3[CH:4]=[N:3][N:2]([CH3:1])[C:6]3=[C:7]2[C:13]=1[C:14]#[N:15]. The yield is 0.430. (3) The reactants are [C:1]12([C:11]3[CH:21]=[CH:20][C:14]([O:15][CH2:16][C:17](O)=[O:18])=[CH:13][CH:12]=3)[CH2:10][CH:5]3[CH2:6][CH:7]([CH2:9][CH:3]([CH2:4]3)[CH2:2]1)[CH2:8]2.[CH3:22][O:23][C:24](=[O:36])[C:25]1[CH:34]=[C:33]([NH2:35])[CH:32]=[C:27]([C:28]([O:30][CH3:31])=[O:29])[CH:26]=1.Cl.C(N=C=N)C.ON1C2C=CC=CC=2N=N1. The catalyst is CN(C=O)C. The product is [CH3:31][O:30][C:28](=[O:29])[C:27]1[CH:32]=[C:33]([NH:35][C:17](=[O:18])[CH2:16][O:15][C:14]2[CH:13]=[CH:12][C:11]([C:1]34[CH2:10][CH:5]5[CH2:4][CH:3]([CH2:9][CH:7]([CH2:6]5)[CH2:8]3)[CH2:2]4)=[CH:21][CH:20]=2)[CH:34]=[C:25]([C:24]([O:23][CH3:22])=[O:36])[CH:26]=1. The yield is 0.819.